Predict the product of the given reaction. From a dataset of Forward reaction prediction with 1.9M reactions from USPTO patents (1976-2016). (1) Given the reactants [CH3:1][O:2][C:3]1[CH:4]=[C:5]([C:15](=[O:17])[CH3:16])[CH:6]=[C:7]([S:9]([F:14])([F:13])([F:12])([F:11])[F:10])[CH:8]=1.C(OC)(OC)OC.C1COCC1.[Br-:30].[Br-].[Br-].C1([N+](C)(C)C)C=CC=CC=1.C1([N+](C)(C)C)C=CC=CC=1.C1([N+](C)(C)C)C=CC=CC=1, predict the reaction product. The product is: [Br:30][CH2:16][C:15]([C:5]1[CH:6]=[C:7]([S:9]([F:10])([F:11])([F:12])([F:13])[F:14])[CH:8]=[C:3]([O:2][CH3:1])[CH:4]=1)=[O:17]. (2) Given the reactants [CH3:1][O:2][C:3]1[CH:4]=[C:5]2[C:9](=[CH:10][C:11]=1[O:12][CH3:13])[NH:8][C:7]([C:14]#[N:15])=[C:6]2[C:16]1[CH:21]=[CH:20][C:19]([O:22][CH3:23])=[CH:18][CH:17]=1.[Sn]([N:37]=[N+:38]=[N-:39])(CCCC)(CCCC)CCCC.Cl.CO, predict the reaction product. The product is: [CH3:1][O:2][C:3]1[CH:4]=[C:5]2[C:9](=[CH:10][C:11]=1[O:12][CH3:13])[NH:8][C:7]([C:14]1[NH:39][N:38]=[N:37][N:15]=1)=[C:6]2[C:16]1[CH:17]=[CH:18][C:19]([O:22][CH3:23])=[CH:20][CH:21]=1. (3) Given the reactants [Cl:1][C:2]1[CH:7]=[CH:6][C:5]([C:8]2[C:13]([CH3:14])=[N:12][NH:11][C:10](=[O:15])[C:9]=2[C:16]2[C:21]([F:22])=[CH:20][C:19](F)=[CH:18][C:17]=2[F:24])=[CH:4][CH:3]=1.[CH3:25][O-:26].[Na+].CO, predict the reaction product. The product is: [Cl:1][C:2]1[CH:7]=[CH:6][C:5]([C:8]2[C:13]([CH3:14])=[N:12][NH:11][C:10](=[O:15])[C:9]=2[C:16]2[C:21]([F:22])=[CH:20][C:19]([O:26][CH3:25])=[CH:18][C:17]=2[F:24])=[CH:4][CH:3]=1. (4) Given the reactants [Cl:1][C:2]1[CH:10]=[C:9]2[C:5]([C:6]([C:17]([N:19]3[CH2:24][CH2:23][C:22]4([C:28]5[CH:29]=[CH:30][CH:31]=[CH:32][C:27]=5[CH2:26][O:25]4)[CH2:21][CH2:20]3)=[O:18])=[CH:7][N:8]2[CH2:11][CH:12]2[CH2:16][CH2:15][NH:14][CH2:13]2)=[CH:4][CH:3]=1.[CH3:33]C(O)=O.[BH3-]C#N.[Na+], predict the reaction product. The product is: [Cl:1][C:2]1[CH:10]=[C:9]2[C:5]([C:6]([C:17]([N:19]3[CH2:24][CH2:23][C:22]4([C:28]5[CH:29]=[CH:30][CH:31]=[CH:32][C:27]=5[CH2:26][O:25]4)[CH2:21][CH2:20]3)=[O:18])=[CH:7][N:8]2[CH2:11][CH:12]2[CH2:16][CH2:15][N:14]([CH3:33])[CH2:13]2)=[CH:4][CH:3]=1. (5) Given the reactants [OH:1][C@H:2]1[C@H:6]([CH3:7])[CH2:5][C@@H:4]([C:8]([O:10]CC2C=CC=CC=2)=[O:9])[CH2:3]1.O[C@@H]1[C@@H](C)C[C@H](C(OCC2C=CC=CC=2)=O)C1.O[C@H]1[C@H](C)C[C@@H](C(O)=O)C1, predict the reaction product. The product is: [OH:1][C@@H:2]1[C@@H:6]([CH3:7])[CH2:5][C@H:4]([C:8]([OH:10])=[O:9])[CH2:3]1. (6) Given the reactants [CH3:1][C:2]1[N:7]=[C:6]([C:8]([OH:10])=O)[C:5]([N:11]2[N:15]=[CH:14][CH:13]=[N:12]2)=[CH:4][CH:3]=1.CN(C(ON1N=NC2C=CC=CC1=2)=[N+](C)C)C.[B-](F)(F)(F)F.CCN(C(C)C)C(C)C.[C@H:47]12[CH2:53][C@H:52]1[CH2:51][C@@H:50]([CH2:54][NH:55][C:56]1[CH:61]=[N:60][C:59]([C:62]([F:65])([F:64])[F:63])=[CH:58][N:57]=1)[NH:49][CH2:48]2.C([O-])(O)=O.[Na+], predict the reaction product. The product is: [CH3:1][C:2]1[N:7]=[C:6]([C:8]([N:49]2[C@H:50]([CH2:54][NH:55][C:56]3[CH:61]=[N:60][C:59]([C:62]([F:65])([F:63])[F:64])=[CH:58][N:57]=3)[CH2:51][C@H:52]3[C@H:47]([CH2:53]3)[CH2:48]2)=[O:10])[C:5]([N:11]2[N:15]=[CH:14][CH:13]=[N:12]2)=[CH:4][CH:3]=1. (7) Given the reactants [C:1](#[N:4])[CH2:2][OH:3].[C:5]([C:7]1[CH:8]=[C:9]([N:14]2[N:18]=[C:17]([C:19]3[CH:24]=[CH:23][C:22]([CH2:25][CH2:26][C:27]([O:29][C:30]([CH3:33])([CH3:32])[CH3:31])=[O:28])=[CH:21][C:20]=3[CH3:34])[S:16][CH2:15]2)[CH:10]=[CH:11][C:12]=1F)#[N:6].[H-].[Na+], predict the reaction product. The product is: [C:5]([C:7]1[CH:8]=[C:9]([N:14]2[N:18]=[C:17]([C:19]3[CH:24]=[CH:23][C:22]([CH2:25][CH2:26][C:27]([O:29][C:30]([CH3:32])([CH3:31])[CH3:33])=[O:28])=[CH:21][C:20]=3[CH3:34])[S:16][CH2:15]2)[CH:10]=[CH:11][C:12]=1[O:3][CH2:2][C:1]#[N:4])#[N:6].